From a dataset of Full USPTO retrosynthesis dataset with 1.9M reactions from patents (1976-2016). Predict the reactants needed to synthesize the given product. Given the product [O:1]([CH2:8][CH2:9][N:11]1[CH2:12][CH2:13][CH:14]([O:17][C:18]2[CH:19]=[C:20]3[C:25](=[CH:26][CH:27]=2)[C:24](=[O:28])[NH:23][CH:22]=[CH:21]3)[CH2:15][CH2:16]1)[C:2]1[CH:7]=[CH:6][CH:5]=[CH:4][CH:3]=1, predict the reactants needed to synthesize it. The reactants are: [O:1]([CH2:8][CH2:9]Br)[C:2]1[CH:7]=[CH:6][CH:5]=[CH:4][CH:3]=1.[NH:11]1[CH2:16][CH2:15][CH:14]([O:17][C:18]2[CH:19]=[C:20]3[C:25](=[CH:26][CH:27]=2)[C:24](=[O:28])[NH:23][CH:22]=[CH:21]3)[CH2:13][CH2:12]1.C(=O)([O-])[O-].[K+].[K+].